This data is from Full USPTO retrosynthesis dataset with 1.9M reactions from patents (1976-2016). The task is: Predict the reactants needed to synthesize the given product. (1) The reactants are: [NH2:1][CH2:2][C:3]1[CH:8]=[CH:7][C:6](B(O)O)=[CH:5][CH:4]=1.Br[C:13]1[CH:18]=[CH:17][N:16]=[N:15][CH:14]=1.C([O-])([O-])=O.[Na+].[Na+].C(O)C. Given the product [N:15]1[CH:14]=[CH:13][C:18]([C:6]2[CH:7]=[CH:8][C:3]([CH2:2][NH2:1])=[CH:4][CH:5]=2)=[CH:17][N:16]=1, predict the reactants needed to synthesize it. (2) Given the product [Br:1][C:2]1[CH:3]=[C:4](/[CH:5]=[N:17]/[C:18]2[CH:27]=[CH:26][C:21]3[NH:22][C:23](=[S:25])[NH:24][C:20]=3[CH:19]=2)[C:13]2[O:30][CH2:28][O:16][C:14]=2[CH:15]=1, predict the reactants needed to synthesize it. The reactants are: [Br:1][C:2]1C=C[C:5]2OCO[C:4]=2[C:3]=1C=O.[CH3:13][CH:14]([OH:16])[CH3:15].[NH2:17][C:18]1[CH:27]=[CH:26][C:21]2[NH:22][C:23](=[S:25])[NH:24][C:20]=2[CH:19]=1.[C:28](O)(=[O:30])C.